Dataset: Full USPTO retrosynthesis dataset with 1.9M reactions from patents (1976-2016). Task: Predict the reactants needed to synthesize the given product. (1) Given the product [Cl:1][C:2]1[CH:10]=[CH:9][C:8]([C:11]2[N:12]([C:22]([O:24][C:25]([CH3:28])([CH3:27])[CH3:26])=[O:23])[C:13]3[C:18]([CH:19]=2)=[CH:17][C:16]([CH2:20][NH:33][CH2:30][C:31]#[CH:32])=[CH:15][CH:14]=3)=[C:7]2[C:3]=1[CH2:4][NH:5][C:6]2=[O:29], predict the reactants needed to synthesize it. The reactants are: [Cl:1][C:2]1[CH:10]=[CH:9][C:8]([C:11]2[N:12]([C:22]([O:24][C:25]([CH3:28])([CH3:27])[CH3:26])=[O:23])[C:13]3[C:18]([CH:19]=2)=[CH:17][C:16]([CH:20]=O)=[CH:15][CH:14]=3)=[C:7]2[C:3]=1[CH2:4][NH:5][C:6]2=[O:29].[CH2:30]([NH2:33])[C:31]#[CH:32].C(O[BH-](OC(=O)C)OC(=O)C)(=O)C.[Na+]. (2) Given the product [CH3:10][C:9]1[CH:2]2[C:3](=[O:24])[CH2:4][CH2:5][CH2:6][CH2:7][CH:1]2[O:8][N:11]=1, predict the reactants needed to synthesize it. The reactants are: [C:1]1(=[O:8])[CH2:7][CH2:6][CH2:5][CH2:4][CH:3]=[CH:2]1.[CH2:9]([N:11](CC)CC)[CH3:10].C1(N=C=[O:24])C=CC=CC=1.[N+](CC)([O-])=O. (3) Given the product [F:1][C:2]1[CH:15]=[CH:14][C:5]([O:6][CH2:7][CH:8]2[O:12][C:11]3=[N:13][C:16](=[O:19])[CH:17]=[CH:18][N:10]3[CH2:9]2)=[CH:4][CH:3]=1, predict the reactants needed to synthesize it. The reactants are: [F:1][C:2]1[CH:15]=[CH:14][C:5]([O:6][CH2:7][CH:8]2[O:12][C:11]([NH2:13])=[N:10][CH2:9]2)=[CH:4][CH:3]=1.[C:16](OCC)(=[O:19])[C:17]#[CH:18]. (4) Given the product [CH2:32]([O:31][C:29](=[O:30])[CH2:28][O:16][C:10]1[CH:11]=[C:12]([Cl:15])[CH:13]=[CH:14][C:9]=1[C:8](=[O:17])[NH:7][CH2:6][C:5]1[CH:18]=[CH:19][C:2]([Br:1])=[CH:3][C:4]=1[F:20])[CH3:33], predict the reactants needed to synthesize it. The reactants are: [Br:1][C:2]1[CH:19]=[CH:18][C:5]([CH2:6][NH:7][C:8](=[O:17])[C:9]2[CH:14]=[CH:13][C:12]([Cl:15])=[CH:11][C:10]=2[OH:16])=[C:4]([F:20])[CH:3]=1.C([O-])([O-])=O.[K+].[K+].Br[CH2:28][C:29]([O:31][CH2:32][CH3:33])=[O:30]. (5) Given the product [CH3:1][S:2]([N:5]1[CH2:14][CH2:13][C:12]2[C:7](=[CH:8][C:9]([OH:26])=[CH:10][CH:11]=2)[CH2:6]1)(=[O:4])=[O:3], predict the reactants needed to synthesize it. The reactants are: [CH3:1][S:2]([N:5]1[CH2:14][CH2:13][C:12]2[C:7](=[CH:8][CH:9]=[C:10](O)[CH:11]=2)[CH2:6]1)(=[O:4])=[O:3].C1C2C(=CC=C([OH:26])C=2)CCN1. (6) Given the product [C:1]([O:4][CH2:5][C:6]1[C:7]([N:27]2[CH2:39][CH2:38][N:30]3[C:31]4[CH2:32][CH2:33][CH2:34][CH2:35][C:36]=4[CH:37]=[C:29]3[C:28]2=[O:40])=[CH:8][C:9]([F:26])=[CH:10][C:11]=1[C:42]1[CH:43]=[C:44]([NH:50][C:51]2[CH:59]=[C:54]3[CH2:55][O:56][CH2:57][CH2:58][N:53]3[N:52]=2)[C:45](=[O:49])[N:46]([CH3:48])[CH:47]=1)(=[O:3])[CH3:2], predict the reactants needed to synthesize it. The reactants are: [C:1]([O:4][CH2:5][C:6]1[C:11](N2CCN3C4CCCCC=4C=C3C2=O)=[CH:10][C:9]([F:26])=[CH:8][C:7]=1[N:27]1[CH2:39][CH2:38][N:30]2[C:31]3[CH2:32][CH2:33][CH2:34][CH2:35][C:36]=3[CH:37]=[C:29]2[C:28]1=[O:40])(=[O:3])[CH3:2].Br[C:42]1[CH:43]=[C:44]([NH:50][C:51]2[CH:59]=[C:54]3[CH2:55][O:56][CH2:57][CH2:58][N:53]3[N:52]=2)[C:45](=[O:49])[N:46]([CH3:48])[CH:47]=1.[O-]P([O-])([O-])=O.[K+].[K+].[K+].CC([O-])=O.[Na+].